Dataset: Peptide-MHC class I binding affinity with 185,985 pairs from IEDB/IMGT. Task: Regression. Given a peptide amino acid sequence and an MHC pseudo amino acid sequence, predict their binding affinity value. This is MHC class I binding data. (1) The peptide sequence is FLYALALLL. The binding affinity (normalized) is 0.0244. The MHC is HLA-B44:02 with pseudo-sequence HLA-B44:02. (2) The peptide sequence is EKFFPSSSY. The MHC is HLA-B08:02 with pseudo-sequence HLA-B08:02. The binding affinity (normalized) is 0.0847. (3) The peptide sequence is AVFKDSFLGK. The MHC is HLA-A24:02 with pseudo-sequence HLA-A24:02. The binding affinity (normalized) is 0. (4) The peptide sequence is KTADVTVVF. The MHC is HLA-C05:01 with pseudo-sequence HLA-C05:01. The binding affinity (normalized) is 0.622.